Dataset: Forward reaction prediction with 1.9M reactions from USPTO patents (1976-2016). Task: Predict the product of the given reaction. (1) Given the reactants [C:1]1([CH2:7][CH2:8][N:9]([CH2:21][C:22]2[CH:27]=[CH:26][C:25]([CH2:28][OH:29])=[CH:24][CH:23]=2)[C:10]2[S:11][CH:12]=[C:13]([C:15]3[CH:20]=[CH:19][CH:18]=[CH:17][CH:16]=3)[N:14]=2)[CH:6]=[CH:5][CH:4]=[CH:3][CH:2]=1.[F:30][C:31]1[CH:36]=[C:35](O)[CH:34]=[C:33]([F:38])[C:32]=1[CH2:39][CH2:40][C:41]([O:43][CH2:44][CH3:45])=[O:42].C(P(CCCC)CCCC)CCC.N(C(N1CCCCC1)=O)=NC(N1CCCCC1)=O, predict the reaction product. The product is: [F:30][C:31]1[CH:36]=[C:35]([O:29][CH2:28][C:25]2[CH:24]=[CH:23][C:22]([CH2:21][N:9]([CH2:8][CH2:7][C:1]3[CH:6]=[CH:5][CH:4]=[CH:3][CH:2]=3)[C:10]3[S:11][CH:12]=[C:13]([C:15]4[CH:20]=[CH:19][CH:18]=[CH:17][CH:16]=4)[N:14]=3)=[CH:27][CH:26]=2)[CH:34]=[C:33]([F:38])[C:32]=1[CH2:39][CH2:40][C:41]([O:43][CH2:44][CH3:45])=[O:42]. (2) Given the reactants [NH2:1][C@H:2]([C:4]([OH:6])=[O:5])[CH3:3].[O:7]=[C:8]([CH2:12]CC([O-])=O)[C:9]([O-:11])=[O:10], predict the reaction product. The product is: [C:9]([O-:11])(=[O:10])[C:8]([CH3:12])=[O:7].[NH2:1][C@H:2]([C:4]([O-:6])=[O:5])[CH2:3][CH2:8][C:9]([O-:11])=[O:10].